Dataset: Full USPTO retrosynthesis dataset with 1.9M reactions from patents (1976-2016). Task: Predict the reactants needed to synthesize the given product. (1) Given the product [CH:1]([C:4]1[CH:9]=[CH:8][C:7]([C:10]2[C:11]([C:16]([O:18][CH3:19])=[O:17])=[CH:12][CH:13]=[CH:14][CH:15]=2)=[CH:6][CH:5]=1)([CH3:3])[CH3:2], predict the reactants needed to synthesize it. The reactants are: [C:1]([C:4]1[CH:9]=[CH:8][C:7]([C:10]2[C:11]([C:16]([O:18][CH3:19])=[O:17])=[CH:12][CH:13]=[CH:14][CH:15]=2)=[CH:6][CH:5]=1)([CH3:3])=[CH2:2].[H][H]. (2) Given the product [F:24][C:25]([F:34])([F:35])[O:26][C:27]1[CH:28]=[C:29]([NH:30][C:21]([C:17]2[CH:16]=[CH:15][CH:14]=[C:13]3[C:18]=2[CH:19]=[CH:20][C:11]([O:10][C:8]2[CH:7]=[CH:6][N:5]=[C:4]([C:1]([NH2:2])=[O:3])[CH:9]=2)=[CH:12]3)=[O:22])[CH:31]=[CH:32][CH:33]=1, predict the reactants needed to synthesize it. The reactants are: [C:1]([C:4]1[CH:9]=[C:8]([O:10][C:11]2[CH:12]=[C:13]3[C:18](=[CH:19][CH:20]=2)[C:17]([C:21](Cl)=[O:22])=[CH:16][CH:15]=[CH:14]3)[CH:7]=[CH:6][N:5]=1)(=[O:3])[NH2:2].[F:24][C:25]([F:35])([F:34])[O:26][C:27]1[CH:28]=[C:29]([CH:31]=[CH:32][CH:33]=1)[NH2:30].